The task is: Predict the reaction yield, written as a fraction of the theoretical maximum amount of product (1.0 means a 100% yield; for example, 0.34 means a 34% yield).. This data is from Reaction yield outcomes from USPTO patents with 853,638 reactions. (1) The reactants are [Br:1][CH2:2][CH2:3][CH2:4][C:5]([CH3:9])([CH3:8])[CH2:6][OH:7].C1(C)C=CC(S(O)(=O)=O)=CC=1.[O:21]1[CH:26]=[CH:25][CH2:24][CH2:23][CH2:22]1. The catalyst is ClCCl. The product is [Br:1][CH2:2][CH2:3][CH2:4][C:5]([CH3:9])([CH3:8])[CH2:6][O:7][CH:22]1[CH2:23][CH2:24][CH2:25][CH2:26][O:21]1. The yield is 0.970. (2) The reactants are [F:1][C:2]1[CH:7]=[C:6]([C:8]([NH:10][CH2:11][C:12]([O:15][C:16]2[CH:21]=[CH:20][C:19]([F:22])=[CH:18][CH:17]=2)([CH3:14])[CH3:13])=[O:9])[CH:5]=[CH:4][C:3]=1[S:23](Cl)(=[O:25])=[O:24].[S:27]1[C:31]([NH2:32])=[N:30][CH:29]=[N:28]1.[OH-].[Na+].O1CCOCC1.O. No catalyst specified. The product is [F:1][C:2]1[CH:7]=[C:6]([CH:5]=[CH:4][C:3]=1[S:23]([NH:32][C:31]1[S:27][N:28]=[CH:29][N:30]=1)(=[O:25])=[O:24])[C:8]([NH:10][CH2:11][C:12]([O:15][C:16]1[CH:21]=[CH:20][C:19]([F:22])=[CH:18][CH:17]=1)([CH3:14])[CH3:13])=[O:9]. The yield is 0.160.